The task is: Predict the reactants needed to synthesize the given product.. This data is from Full USPTO retrosynthesis dataset with 1.9M reactions from patents (1976-2016). Given the product [O:18]([CH2:25][CH2:26][CH2:27][N:1]1[CH2:6][CH2:5][CH:4]([C:7]2[C:15]3[C:10](=[CH:11][CH:12]=[C:13]([C:16]#[N:17])[CH:14]=3)[NH:9][CH:8]=2)[CH2:3][CH2:2]1)[C:19]1[CH:24]=[CH:23][CH:22]=[CH:21][CH:20]=1, predict the reactants needed to synthesize it. The reactants are: [NH:1]1[CH2:6][CH2:5][CH:4]([C:7]2[C:15]3[C:10](=[CH:11][CH:12]=[C:13]([C:16]#[N:17])[CH:14]=3)[NH:9][CH:8]=2)[CH2:3][CH2:2]1.[O:18]([CH2:25][CH2:26][CH2:27]Br)[C:19]1[CH:24]=[CH:23][CH:22]=[CH:21][CH:20]=1.C(N(CC)CC)C.